This data is from Catalyst prediction with 721,799 reactions and 888 catalyst types from USPTO. The task is: Predict which catalyst facilitates the given reaction. (1) Reactant: C([O:3][P:4]([CH2:9][C:10]1[S:14][C:13]2[CH:15]=[CH:16][C:17]([CH2:19][C:20]3[CH:25]=[CH:24][C:23]([CH2:26][CH3:27])=[CH:22][CH:21]=3)=[CH:18][C:12]=2[CH:11]=1)(=[O:8])[O:5]CC)C.Cl. The catalyst class is: 8. Product: [CH2:26]([C:23]1[CH:24]=[CH:25][C:20]([CH2:19][C:17]2[CH:16]=[CH:15][C:13]3[S:14][C:10]([CH2:9][P:4](=[O:3])([OH:5])[OH:8])=[CH:11][C:12]=3[CH:18]=2)=[CH:21][CH:22]=1)[CH3:27]. (2) Reactant: C1(P(C2CCCCC2)C2C=CC=CC=2C2C(OC)=CC=CC=2OC)CCCCC1.[Br:30][C:31]1[CH:36]=[CH:35][CH:34]=[CH:33][C:32]=1[NH:37][C:38]1[C:39]([C:44]2[CH:49]=[CH:48][CH:47]=[CH:46][CH:45]=2)=[CH:40][CH:41]=[CH:42][CH:43]=1.[CH:50]1[C:58]2[C:57]3[CH:59]=[CH:60][CH:61]=[CH:62][C:56]=3[S:55][C:54]=2[CH:53]=[CH:52][C:51]=1B(O)O.[O-]P([O-])([O-])=O.[K+].[K+].[K+]. Product: [Br:30][C:31]1[CH:36]=[CH:35][CH:34]=[CH:33][C:32]=1[NH:37][C:38]1[C:39]([C:44]2[CH:49]=[CH:48][CH:47]=[CH:46][CH:45]=2)=[CH:40][CH:41]=[CH:42][CH:43]=1.[CH:50]1[C:58]2[C:57]3[CH:59]=[CH:60][CH:61]=[CH:62][C:56]=3[S:55][C:54]=2[CH:53]=[CH:52][C:51]=1[C:31]1[CH:36]=[CH:35][CH:34]=[CH:33][C:32]=1[NH:37][C:38]1[C:39]([C:44]2[CH:49]=[CH:48][CH:47]=[CH:46][CH:45]=2)=[CH:40][CH:41]=[CH:42][CH:43]=1. The catalyst class is: 110. (3) Reactant: [CH3:1][C:2]12[CH2:12][CH:6]3[CH2:7][C:8]([CH3:11])([CH2:10][C:4](Br)([CH2:5]3)[CH2:3]1)[CH2:9]2.[C:14]([O-:17])(=[O:16])[CH3:15].[K+]. Product: [C:14]([O:17][C:4]12[CH2:3][C:2]3([CH3:1])[CH2:12][CH:6]([CH2:7][C:8]([CH3:11])([CH2:9]3)[CH2:10]1)[CH2:5]2)(=[O:16])[CH3:15]. The catalyst class is: 15. (4) Reactant: [CH3:1][N:2]1[CH2:7][CH2:6][C:5](=[O:8])[CH:4]([CH3:9])[CH2:3]1.[H-].[Na+].Br[CH2:13][C:14]([C:16]1[CH:21]=[CH:20][C:19]([F:22])=[CH:18][CH:17]=1)=[CH2:15]. Product: [F:22][C:19]1[CH:20]=[CH:21][C:16]([C:14](=[CH2:15])[CH2:13][C:4]2([CH3:9])[C:5](=[O:8])[CH2:6][CH2:7][N:2]([CH3:1])[CH2:3]2)=[CH:17][CH:18]=1. The catalyst class is: 3. (5) Product: [CH3:1][C:2]1([CH3:38])[CH2:10][C@H:9]([NH:11][C:12]2[C:17]([F:18])=[CH:16][N:15]=[C:14]([NH:19][C:20]3[C:21]([F:37])=[CH:22][C:23]([CH2:33][CH2:34][CH2:35][OH:36])=[C:24]([N:26]4[C:30](=[O:31])[N:29]([CH3:32])[N:28]=[N:27]4)[CH:25]=3)[N:13]=2)[CH2:8][C@H:7]2[N:3]1[CH2:4][CH2:5][CH2:6]2. The catalyst class is: 19. Reactant: [CH3:1][C:2]1([CH3:38])[CH2:10][C@H:9]([NH:11][C:12]2[C:17]([F:18])=[CH:16][N:15]=[C:14]([NH:19][C:20]3[C:21]([F:37])=[CH:22][C:23]([C:33]#[C:34][CH2:35][OH:36])=[C:24]([N:26]4[C:30](=[O:31])[N:29]([CH3:32])[N:28]=[N:27]4)[CH:25]=3)[N:13]=2)[CH2:8][C@H:7]2[N:3]1[CH2:4][CH2:5][CH2:6]2.